From a dataset of Forward reaction prediction with 1.9M reactions from USPTO patents (1976-2016). Predict the product of the given reaction. (1) Given the reactants [CH2:1]([NH:8][CH2:9][C:10]1[NH:11][CH:12]=[C:13]([C:15]2[CH:20]=[CH:19][C:18]([C:21]3[CH:26]=[CH:25][CH:24]=[CH:23][CH:22]=3)=[CH:17][CH:16]=2)[N:14]=1)[C:2]1[CH:7]=[CH:6][CH:5]=[CH:4][CH:3]=1.C(=O)([O-])[O-].[K+].[K+].[Br-].[CH3:34][CH2:35][CH2:36][CH2:37][CH2:38][CH3:39].O, predict the reaction product. The product is: [CH2:1]([N:8]([CH2:9][C:10]1[NH:11][CH:12]=[C:13]([C:15]2[CH:16]=[CH:17][C:18]([C:21]3[CH:26]=[CH:25][CH:24]=[CH:23][CH:22]=3)=[CH:19][CH:20]=2)[N:14]=1)[CH2:34][CH2:35][CH2:36][CH2:37][CH2:38][CH3:39])[C:2]1[CH:3]=[CH:4][CH:5]=[CH:6][CH:7]=1. (2) Given the reactants [CH2:1]([N:3]([CH2:16][C@H:17]1[CH2:22][CH2:21][C@H:20]([CH2:23][C:24]([O:26][CH2:27][CH3:28])=[O:25])[CH2:19][CH2:18]1)[C:4]1[CH:9]=[CH:8][C:7]([C:10]([F:13])([F:12])[F:11])=[CH:6][C:5]=1[CH:14]=[O:15])[CH3:2].[BH4-].[Na+], predict the reaction product. The product is: [CH2:1]([N:3]([CH2:16][C@H:17]1[CH2:18][CH2:19][C@H:20]([CH2:23][C:24]([O:26][CH2:27][CH3:28])=[O:25])[CH2:21][CH2:22]1)[C:4]1[CH:9]=[CH:8][C:7]([C:10]([F:11])([F:12])[F:13])=[CH:6][C:5]=1[CH2:14][OH:15])[CH3:2]. (3) Given the reactants [Cl:1][C:2]1[C:3]2[CH:13]=[CH:12][C:11]([O:14][CH3:15])=[CH:10][C:4]=2[S:5][C:6]=1[C:7](O)=[O:8].COC1C=CC(C=CC(O)=O)=CC=1.S(Cl)(Cl)=O.Cl.[CH3:34][NH:35][CH3:36], predict the reaction product. The product is: [Cl:1][C:2]1[C:3]2[CH:13]=[CH:12][C:11]([O:14][CH3:15])=[CH:10][C:4]=2[S:5][C:6]=1[C:7]([N:35]([CH3:36])[CH3:34])=[O:8]. (4) The product is: [Si:1]([O:8][C:9]1[CH:10]=[N:11][C:12]2[N:13]([CH:15]=[C:16]([C:18]3[CH:23]=[C:22]([CH:21]=[CH:20][C:19]=3[F:27])[NH2:24])[N:17]=2)[CH:14]=1)([C:4]([CH3:7])([CH3:5])[CH3:6])([CH3:2])[CH3:3]. Given the reactants [Si:1]([O:8][C:9]1[CH:10]=[N:11][C:12]2[N:13]([CH:15]=[C:16]([C:18]3[CH:23]=[C:22]([N+:24]([O-])=O)[CH:21]=[CH:20][C:19]=3[F:27])[N:17]=2)[CH:14]=1)([C:4]([CH3:7])([CH3:6])[CH3:5])([CH3:3])[CH3:2].[NH4+].[Cl-], predict the reaction product. (5) Given the reactants Br[C:2]1[CH:3]=[CH:4][C:5](=[O:9])[N:6]([CH3:8])[CH:7]=1.O.[C:11]([C:14]1[S:18][C:17](B(O)O)=[CH:16][CH:15]=1)(=[O:13])[CH3:12].C([O-])([O-])=O.[K+].[K+], predict the reaction product. The product is: [C:11]([C:14]1[S:18][C:17]([C:2]2[CH:3]=[CH:4][C:5](=[O:9])[N:6]([CH3:8])[CH:7]=2)=[CH:16][CH:15]=1)(=[O:13])[CH3:12]. (6) Given the reactants [F:1][C:2]1([F:32])[CH2:5][N:4]([C:6]([C:8]2[CH:9]=[C:10]3[C:18](=[CH:19][CH:20]=2)[NH:17][C:16]2[CH:15]=[C:14]([C:21]4[C:22]([CH3:27])=[N:23][O:24][C:25]=4[CH3:26])[CH:13]=[C:12]([C:28]([NH:30][CH3:31])=[O:29])[C:11]3=2)=[O:7])[CH2:3]1.C(=O)([O-])[O-].[K+].[K+].C1OCCOCCOCCOCCOCCOC1.Br[CH2:58][C:59]1[CH:64]=[CH:63][C:62]([Cl:65])=[CH:61][CH:60]=1, predict the reaction product. The product is: [Cl:65][C:62]1[CH:63]=[CH:64][C:59]([CH2:58][N:17]2[C:16]3[CH:15]=[C:14]([C:21]4[C:22]([CH3:27])=[N:23][O:24][C:25]=4[CH3:26])[CH:13]=[C:12]([C:28]([NH:30][CH3:31])=[O:29])[C:11]=3[C:10]3[C:18]2=[CH:19][CH:20]=[C:8]([C:6]([N:4]2[CH2:5][C:2]([F:1])([F:32])[CH2:3]2)=[O:7])[CH:9]=3)=[CH:60][CH:61]=1. (7) Given the reactants [NH2:1][CH2:2][C:3]#[N:4].[C:5]([O-:8])(O)=[O:6].[Na+].[C:10]1([CH3:16])[CH:15]=[CH:14][CH:13]=[CH:12][CH:11]=1, predict the reaction product. The product is: [CH2:16]([O:8][C:5](=[O:6])[NH:4][CH2:3][C:2]#[N:1])[C:10]1[CH:15]=[CH:14][CH:13]=[CH:12][CH:11]=1. (8) Given the reactants [OH-:1].[K+].[CH2:3]([O:6][C:7]1[CH:12]=[CH:11][C:10]([Cl:13])=[CH:9][C:8]=1[CH2:14][C:15]#N)[CH:4]=[CH2:5].[OH2:17], predict the reaction product. The product is: [CH2:3]([O:6][C:7]1[CH:12]=[CH:11][C:10]([Cl:13])=[CH:9][C:8]=1[CH2:14][C:15]([OH:17])=[O:1])[CH:4]=[CH2:5]. (9) Given the reactants [Cl:1][C:2]1[CH:10]=[CH:9][C:8]([N+:11]([O-:13])=[O:12])=[CH:7][C:3]=1[C:4](O)=[O:5].ClC1C=CC([N+]([O-])=O)=CC=1C=O.[BH4-].[Na+].Cl, predict the reaction product. The product is: [Cl:1][C:2]1[CH:10]=[CH:9][C:8]([N+:11]([O-:13])=[O:12])=[CH:7][C:3]=1[CH2:4][OH:5].